Dataset: Full USPTO retrosynthesis dataset with 1.9M reactions from patents (1976-2016). Task: Predict the reactants needed to synthesize the given product. The reactants are: [CH2:1]([O:3][C:4]1[CH:11]=[CH:10][CH:9]=[CH:8][C:5]=1[C:6]#[N:7])[CH3:2].Cl[S:13]([OH:16])(=O)=[O:14].S(Cl)(Cl)=O.C(N(CC)CC)C.[CH2:28]([N:30]1[CH2:35][CH2:34][NH:33][CH2:32][CH2:31]1)[CH3:29]. Given the product [CH2:1]([O:3][C:4]1[CH:11]=[CH:10][C:9]([S:13]([N:33]2[CH2:34][CH2:35][N:30]([CH2:28][CH3:29])[CH2:31][CH2:32]2)(=[O:16])=[O:14])=[CH:8][C:5]=1[C:6]#[N:7])[CH3:2], predict the reactants needed to synthesize it.